This data is from Full USPTO retrosynthesis dataset with 1.9M reactions from patents (1976-2016). The task is: Predict the reactants needed to synthesize the given product. Given the product [CH3:1][CH:2]([CH3:38])[CH2:3][C@@H:4]([B:5]([OH:9])[OH:6])[NH:18][C:19](=[O:37])[C@@H:20]([NH:21][C:22]([C:24]1[CH:29]=[N:28][CH:27]=[CH:26][N:25]=1)=[O:23])[CH2:30][C:31]1[CH:32]=[CH:33][CH:34]=[CH:35][CH:36]=1, predict the reactants needed to synthesize it. The reactants are: [CH3:1][CH:2]([CH3:38])[CH2:3][C@H:4]([NH:18][C:19](=[O:37])[C@H:20]([CH2:30][C:31]1[CH:36]=[CH:35][CH:34]=[CH:33][CH:32]=1)[NH:21][C:22]([C:24]1[CH:29]=[N:28][CH:27]=[CH:26][N:25]=1)=[O:23])[B:5]1[O:9][C@@H]2C[C@@H]3C[C@H]([C@]2(C)[O:6]1)C3(C)C.C(B(O)O)C(C)C.Cl.[OH-].[Na+].